Predict the product of the given reaction. From a dataset of Forward reaction prediction with 1.9M reactions from USPTO patents (1976-2016). (1) Given the reactants [CH3:1]/[C:2](/[CH2:38][CH2:39][CH:40]=[CH2:41])=[CH:3]/[C:4]([O:6][C@@H:7]1[CH2:12][C@@H:11]([CH2:13][CH2:14][C:15]2[CH:20]=[CH:19][CH:18]=[CH:17][CH:16]=2)[O:10][C@@:9]([O:36]C)([C@@H:21]2[CH2:25][S:24][C:23](=[O:26])[N:22]2CC2C=CC(OC)=CC=2)[CH2:8]1)=[O:5].CO[C@]1([C@@H]2CSC(=O)N2CC2C=CC(OC)=CC=2)C[C@H]2C[C@@H](CCCC=CCCC(C)=CC(=O)O2)O1, predict the reaction product. The product is: [CH3:1]/[C:2](/[CH2:38][CH2:39][CH:40]=[CH2:41])=[CH:3]/[C:4]([O:6][C@@H:7]1[CH2:12][C@@H:11]([CH2:13][CH2:14][C:15]2[CH:16]=[CH:17][CH:18]=[CH:19][CH:20]=2)[O:10][C@@:9]([OH:36])([C@@H:21]2[CH2:25][S:24][C:23](=[O:26])[NH:22]2)[CH2:8]1)=[O:5]. (2) The product is: [Si:16]([O:1][C:2]1[CH:3]=[C:4]([CH:7]=[CH:8][C:9]=1[O:10][CH3:11])[CH:5]=[O:6])([C:12]([CH3:15])([CH3:14])[CH3:13])([CH3:18])[CH3:17]. Given the reactants [OH:1][C:2]1[CH:3]=[C:4]([CH:7]=[CH:8][C:9]=1[O:10][CH3:11])[CH:5]=[O:6].[C:12]([Si:16](Cl)([CH3:18])[CH3:17])([CH3:15])([CH3:14])[CH3:13], predict the reaction product. (3) The product is: [C:1]([O:5][C:6]([NH:8][C@@:9]12[CH2:16][CH2:15][CH2:14][C@:13]1([CH3:17])[C:12](=[O:18])[NH:11][CH2:10]2)=[O:7])([CH3:4])([CH3:2])[CH3:3]. Given the reactants [C:1]([O:5][C:6]([NH:8][C@@:9]12[CH2:16][CH2:15][CH2:14][C@:13]1([CH3:17])[C:12](=[O:18])[N:11]([C@@H](C1C=CC=CC=1)C)[CH2:10]2)=[O:7])([CH3:4])([CH3:3])[CH3:2].[H][H], predict the reaction product.